Dataset: Reaction yield outcomes from USPTO patents with 853,638 reactions. Task: Predict the reaction yield, written as a fraction of the theoretical maximum amount of product (1.0 means a 100% yield; for example, 0.34 means a 34% yield). (1) The reactants are [NH2:1][C:2]1[CH:7]=[CH:6][C:5]([CH3:8])=[CH:4][CH:3]=1.CCN(CC)CC.[Cl:16][C:17]1[CH:25]=[CH:24][C:20]([C:21](Cl)=[O:22])=[CH:19][C:18]=1[C:26]([F:29])([F:28])[F:27]. The catalyst is C(Cl)Cl. The product is [Cl:16][C:17]1[CH:25]=[CH:24][C:20]([C:21]([NH:1][C:2]2[CH:7]=[CH:6][C:5]([CH3:8])=[CH:4][CH:3]=2)=[O:22])=[CH:19][C:18]=1[C:26]([F:27])([F:28])[F:29]. The yield is 0.970. (2) The reactants are [CH3:1][CH:2]([O:4][C:5]1[CH:6]=[C:7]([O:17][C:18]2[CH:23]=[CH:22][C:21]([S:24]([CH3:27])(=[O:26])=[O:25])=[CH:20][CH:19]=2)[CH:8]=[C:9]2[C:13]=1[NH:12][C:11]([C:14]([NH2:16])=O)=[CH:10]2)[CH3:3].COC1C=CC(P2(SP(C3C=CC(OC)=CC=3)(=S)S2)=[S:37])=CC=1. The catalyst is O1CCCC1. The product is [CH3:1][CH:2]([O:4][C:5]1[CH:6]=[C:7]([O:17][C:18]2[CH:19]=[CH:20][C:21]([S:24]([CH3:27])(=[O:25])=[O:26])=[CH:22][CH:23]=2)[CH:8]=[C:9]2[C:13]=1[NH:12][C:11]([C:14](=[S:37])[NH2:16])=[CH:10]2)[CH3:3]. The yield is 1.00. (3) The reactants are [CH:1]1([N:6]2[CH2:12][C:11]([CH3:14])([CH3:13])[C:10](=[O:15])[N:9]([CH3:16])[C:8]3[CH:17]=[N:18][C:19]([NH:21][C:22]4[CH:30]=[CH:29][C:25]([C:26](O)=[O:27])=[CH:24][C:23]=4[O:31][CH3:32])=[N:20][C:7]2=3)[CH2:5][CH2:4][CH2:3][CH2:2]1.CCN(C(C)C)C(C)C.CN(C([O:49]N1N=NC2C=CC=CC1=2)=[N+](C)C)C.[B-](F)(F)(F)F.C(N1C[CH2:76][CH2:75][N:74]([CH:78]2[CH2:83][CH2:82][CH:81]([NH2:84])[CH2:80][CH2:79]2)[CH2:73][CH2:72]1)C1C=CC=CC=1. The catalyst is CN(C=O)C. The product is [CH:1]1([N:6]2[CH2:12][C:11]([CH3:13])([CH3:14])[C:10](=[O:15])[N:9]([CH3:16])[C:8]3[CH:17]=[N:18][C:19]([NH:21][C:22]4[CH:30]=[CH:29][C:25]([C:26]([NH:84][C@H:81]5[CH2:82][CH2:83][C@H:78]([N:74]6[CH2:75][CH2:76][O:49][CH2:72][CH2:73]6)[CH2:79][CH2:80]5)=[O:27])=[CH:24][C:23]=4[O:31][CH3:32])=[N:20][C:7]2=3)[CH2:5][CH2:4][CH2:3][CH2:2]1. The yield is 0.110. (4) The reactants are [Si:1]([O:18][CH2:19][C:20]1[CH:29]=[CH:28][C:23]2[NH:24][C:25](=[O:27])[O:26][C:22]=2[CH:21]=1)([C:14]([CH3:17])([CH3:16])[CH3:15])([C:8]1[CH:13]=[CH:12][CH:11]=[CH:10][CH:9]=1)[C:2]1[CH:7]=[CH:6][CH:5]=[CH:4][CH:3]=1.C(=O)([O-])[O-].[K+].[K+].Br[CH2:37][CH2:38][OH:39].C(Cl)Cl. The catalyst is CN(C=O)C.CCOCC. The product is [Si:1]([O:18][CH2:19][C:20]1[CH:29]=[CH:28][C:23]2[N:24]([CH2:37][CH2:38][OH:39])[C:25](=[O:27])[O:26][C:22]=2[CH:21]=1)([C:14]([CH3:17])([CH3:15])[CH3:16])([C:8]1[CH:9]=[CH:10][CH:11]=[CH:12][CH:13]=1)[C:2]1[CH:7]=[CH:6][CH:5]=[CH:4][CH:3]=1. The yield is 0.440.